Dataset: Forward reaction prediction with 1.9M reactions from USPTO patents (1976-2016). Task: Predict the product of the given reaction. Given the reactants [Br:1][C:2]1[CH:3]=[C:4]([CH2:8][CH:9]=[O:10])[CH:5]=[CH:6][CH:7]=1.C1CCN2C(=NCCC2)CC1.[N+:22]([CH2:25][CH3:26])([O-:24])=[O:23], predict the reaction product. The product is: [Br:1][C:2]1[CH:3]=[C:4]([CH2:8][CH:9]([OH:10])[CH:25]([N+:22]([O-:24])=[O:23])[CH3:26])[CH:5]=[CH:6][CH:7]=1.